Dataset: Forward reaction prediction with 1.9M reactions from USPTO patents (1976-2016). Task: Predict the product of the given reaction. Given the reactants C(O[C:4]([C:6]1([CH2:22][CH2:23]OC)[CH2:11][CH2:10][N:9]([S:12]([C:15]2[CH:20]=[CH:19][CH:18]=[CH:17][C:16]=2[Cl:21])(=[O:14])=[O:13])[CH2:8][CH2:7]1)=[O:5])C.[Cl-].C[Al+]C.[F:30][C:31]1[CH:32]=[C:33]([CH2:37][CH2:38][NH2:39])[CH:34]=[CH:35][CH:36]=1, predict the reaction product. The product is: [Cl:21][C:16]1[CH:17]=[CH:18][CH:19]=[CH:20][C:15]=1[S:12]([N:9]1[CH2:8][CH2:7][C:6]2([C:4](=[O:5])[N:39]([CH2:38][CH2:37][C:33]3[CH:34]=[CH:35][CH:36]=[C:31]([F:30])[CH:32]=3)[CH2:23][CH2:22]2)[CH2:11][CH2:10]1)(=[O:13])=[O:14].